From a dataset of Full USPTO retrosynthesis dataset with 1.9M reactions from patents (1976-2016). Predict the reactants needed to synthesize the given product. (1) Given the product [Br:1][C:2]1[C:11]([I:20])=[C:10]2[C:5]([CH:6]=[C:7]([Cl:12])[N:8]=[CH:9]2)=[CH:4][CH:3]=1, predict the reactants needed to synthesize it. The reactants are: [Br:1][C:2]1[CH:11]=[C:10]2[C:5]([CH:6]=[C:7]([Cl:12])[N:8]=[CH:9]2)=[CH:4][CH:3]=1.C1C(=O)N([I:20])C(=O)C1. (2) Given the product [NH:77]1[C:74]2[C:4](=[CH:5][C:6]([NH:10][C:11]3[C:20]4[C:15](=[CH:16][CH:17]=[CH:18][CH:19]=4)[N:14]=[C:13]([C:21]4[CH:22]=[C:23]([CH:29]=[CH:30][CH:31]=4)[O:24][CH2:25][C:26]([NH:35][CH2:34][C:33]#[CH:32])=[O:28])[N:12]=3)=[CH:76][CH:75]=2)[CH:3]=[N:2]1, predict the reactants needed to synthesize it. The reactants are: N1C2[C:4](=[CH:5][C:6]([NH:10][C:11]3[C:20]4[C:15](=[CH:16][CH:17]=[CH:18][CH:19]=4)[N:14]=[C:13]([C:21]4[CH:22]=[C:23]([CH:29]=[CH:30][CH:31]=4)[O:24][CH2:25][C:26]([OH:28])=O)[N:12]=3)=CC=2)[CH:3]=[N:2]1.[CH2:32]1C[N:35]([P+](ON2N=NC3C=CC=CC2=3)([N:35]2C[CH2:32][CH2:33][CH2:34]2)[N:35]2C[CH2:32][CH2:33][CH2:34]2)[CH2:34][CH2:33]1.F[P-](F)(F)(F)(F)F.CCN(C(C)C)C(C)C.[CH2:74]([NH2:77])[C:75]#[CH:76]. (3) Given the product [N:21]1([C:27]([O:14][C:6]2[C:5]([O:4][CH2:1][CH:2]=[CH2:3])=[CH:10][CH:9]=[CH:8][C:7]=2[C:11](=[O:13])[CH3:12])=[O:28])[CH2:26][CH2:25][O:24][CH2:23][CH2:22]1, predict the reactants needed to synthesize it. The reactants are: [CH2:1]([O:4][C:5]1[C:6]([OH:14])=[C:7]([C:11](=[O:13])[CH3:12])[CH:8]=[CH:9][CH:10]=1)[CH:2]=[CH2:3].C(=O)([O-])[O-].[Cs+].[Cs+].[N:21]1([C:27](Cl)=[O:28])[CH2:26][CH2:25][O:24][CH2:23][CH2:22]1. (4) Given the product [F:1][C:2]1[CH:3]=[C:4]([CH:7]=[CH:8][CH:9]=1)[CH2:5][NH:10][C:11]1[CH:12]=[C:13]2[C:17]3=[C:18]([CH2:20][O:21][CH2:22][CH2:23][N:16]3[C@H:15]3[CH2:24][CH2:25][NH:26][CH2:27][C@@H:14]23)[CH:19]=1, predict the reactants needed to synthesize it. The reactants are: [F:1][C:2]1[CH:3]=[C:4]([CH:7]=[CH:8][CH:9]=1)[CH:5]=O.[NH2:10][C:11]1[CH:12]=[C:13]2[C:17]3=[C:18]([CH2:20][O:21][CH2:22][CH2:23][N:16]3[C@H:15]3[CH2:24][CH2:25][N:26](C(OC(C)(C)C)=O)[CH2:27][C@@H:14]23)[CH:19]=1. (5) Given the product [ClH:1].[F:2][C:3]1[CH:4]=[C:5]([CH:9]=[CH:10][C:11]=1[O:12][CH2:13][CH2:14][N:15]1[CH2:20][CH2:19][CH2:18][CH2:17][CH2:16]1)[C:6]([Cl:1])=[O:7], predict the reactants needed to synthesize it. The reactants are: [ClH:1].[F:2][C:3]1[CH:4]=[C:5]([CH:9]=[CH:10][C:11]=1[O:12][CH2:13][CH2:14][N:15]1[CH2:20][CH2:19][CH2:18][CH2:17][CH2:16]1)[C:6](O)=[O:7].C1(C)C=CC=CC=1. (6) Given the product [Cl:8][C:6]1[N:5]=[CH:4][N:3]=[C:2]([N:16]2[CH2:17][C@H:18]([CH3:22])[CH2:19][CH2:20][CH2:21][C@@H:15]2[CH3:14])[CH:7]=1, predict the reactants needed to synthesize it. The reactants are: Cl[C:2]1[CH:7]=[C:6]([Cl:8])[N:5]=[CH:4][N:3]=1.C(=O)([O-])[O-].Cl.[CH3:14][C@H:15]1[CH2:21][CH2:20][CH2:19][C@@H:18]([CH3:22])[CH2:17][NH:16]1.[Cl-].[NH4+]. (7) Given the product [CH3:21][NH:22][C:2]1[C:11]([N+:12]([O-:14])=[O:13])=[CH:10][CH:9]=[CH:8][C:3]=1[C:4]([O:6][CH3:7])=[O:5], predict the reactants needed to synthesize it. The reactants are: F[C:2]1[C:11]([N+:12]([O-:14])=[O:13])=[CH:10][CH:9]=[CH:8][C:3]=1[C:4]([O:6][CH3:7])=[O:5].C(=O)([O-])[O-].[K+].[K+].[CH3:21][NH2:22].C1COCC1.